Dataset: Peptide-MHC class I binding affinity with 185,985 pairs from IEDB/IMGT. Task: Regression. Given a peptide amino acid sequence and an MHC pseudo amino acid sequence, predict their binding affinity value. This is MHC class I binding data. The peptide sequence is YMIMVKCWMI. The MHC is HLA-A02:03 with pseudo-sequence HLA-A02:03. The binding affinity (normalized) is 0.592.